This data is from Forward reaction prediction with 1.9M reactions from USPTO patents (1976-2016). The task is: Predict the product of the given reaction. (1) Given the reactants [C:1]([O:5][C:6]([N:8]1[CH2:13][CH2:12][CH:11]([C:14]([OH:16])=[O:15])[CH2:10][CH2:9]1)=[O:7])([CH3:4])([CH3:3])[CH3:2].[C:17](=O)([O-])[O-].[K+].[K+].IC, predict the reaction product. The product is: [N:8]1([C:6]([O:5][C:1]([CH3:4])([CH3:2])[CH3:3])=[O:7])[CH2:13][CH2:12][CH:11]([C:14]([O:16][CH3:17])=[O:15])[CH2:10][CH2:9]1. (2) Given the reactants [F:1][C:2]1[N:7]=[C:6]([NH2:8])[CH:5]=[CH:4][CH:3]=1.C[Al](C)C.[F:13][C:14]1[CH:19]=[CH:18][C:17]([N:20]2[C:24]([CH3:25])=[C:23]([C:26](OCC)=[O:27])[N:22]=[N:21]2)=[CH:16][CH:15]=1, predict the reaction product. The product is: [F:13][C:14]1[CH:15]=[CH:16][C:17]([N:20]2[C:24]([CH3:25])=[C:23]([C:26]([NH:8][C:6]3[CH:5]=[CH:4][CH:3]=[C:2]([F:1])[N:7]=3)=[O:27])[N:22]=[N:21]2)=[CH:18][CH:19]=1. (3) Given the reactants [CH2:1]([O:3][C:4](=[O:20])[CH2:5][S:6]([C:9]1[CH:14]=[CH:13][C:12]([O:15][CH2:16][C:17]#[C:18][CH3:19])=[CH:11][CH:10]=1)(=[O:8])=[O:7])[CH3:2].Br[CH2:22][CH2:23][CH2:24][CH2:25][CH2:26][C:27]#[N:28], predict the reaction product. The product is: [CH2:16]([O:15][C:12]1[CH:11]=[CH:10][C:9]([S:6]([CH:5]([CH2:22][CH2:23][CH2:24][CH2:25][CH2:26][C:27]#[N:28])[C:4]([O:3][CH2:1][CH3:2])=[O:20])(=[O:7])=[O:8])=[CH:14][CH:13]=1)[C:17]#[C:18][CH3:19]. (4) Given the reactants Cl.[CH3:2][O:3][C:4]([C@H:6]1[NH:10][CH2:9][C@H:8]([N:11]2[CH:15]=[C:14]([CH2:16][CH2:17][CH2:18][CH2:19][CH2:20][O:21][C:22]([NH:24][C@H:25]([C:30]([OH:32])=O)[C:26]([CH3:29])([CH3:28])[CH3:27])=[O:23])[N:13]=[N:12]2)[CH2:7]1)=[O:5].CCN(C(C)C)C(C)C.CN(C(ON1N=NC2C=CC=NC1=2)=[N+](C)C)C.F[P-](F)(F)(F)(F)F, predict the reaction product. The product is: [C:26]([C@@H:25]1[NH:24][C:22](=[O:23])[O:21][CH2:20][CH2:19][CH2:18][CH2:17][CH2:16][C:14]2=[CH:15][N:11]([N:12]=[N:13]2)[C@H:8]2[CH2:9][N:10]([C@H:6]([C:4]([O:3][CH3:2])=[O:5])[CH2:7]2)[C:30]1=[O:32])([CH3:28])([CH3:29])[CH3:27]. (5) Given the reactants [F:1][CH:2]([F:11])[C:3]1([C:6]([O:8]CC)=[O:7])[CH2:5][CH2:4]1.[OH-].[K+], predict the reaction product. The product is: [F:1][CH:2]([F:11])[C:3]1([C:6]([OH:8])=[O:7])[CH2:5][CH2:4]1. (6) The product is: [NH2:32][CH:33]([C:37]1[CH:42]=[CH:41][CH:40]=[CH:39][CH:38]=1)[C:34]([N:13]([CH2:12][CH2:11][C:8]1[CH:9]=[CH:10][C:5]([S:2]([CH3:1])(=[O:3])=[O:4])=[CH:6][CH:7]=1)[C:14]1[CH:19]=[CH:18][C:17]([O:20][C:21]([F:23])([F:22])[F:24])=[CH:16][CH:15]=1)=[O:35]. Given the reactants [CH3:1][S:2]([C:5]1[CH:10]=[CH:9][C:8]([CH2:11][CH2:12][NH:13][C:14]2[CH:19]=[CH:18][C:17]([O:20][C:21]([F:24])([F:23])[F:22])=[CH:16][CH:15]=2)=[CH:7][CH:6]=1)(=[O:4])=[O:3].C(OC([NH:32][CH:33]([C:37]1[CH:42]=[CH:41][CH:40]=[CH:39][CH:38]=1)[C:34](O)=[O:35])=O)(C)(C)C, predict the reaction product. (7) Given the reactants CC1(C)C2C(=C(P(C3C=CC=CC=3)C3C=CC=CC=3)C=CC=2)OC2C(P(C3C=CC=CC=3)C3C=CC=CC=3)=CC=CC1=2.O.O.O.P([O-])([O-])([O-])=O.[K+].[K+].[K+].[CH3:54][S:55]([C:58]1[CH:63]=[CH:62][C:61](Br)=[CH:60][CH:59]=1)(=[O:57])=[O:56].[C:65]([C:68]1[CH:69]=[CH:70][C:71]([CH3:74])=[N:72][CH:73]=1)(=[O:67])[CH3:66], predict the reaction product. The product is: [CH3:74][C:71]1[N:72]=[CH:73][C:68]([C:65](=[O:67])[CH2:66][C:61]2[CH:62]=[CH:63][C:58]([S:55]([CH3:54])(=[O:57])=[O:56])=[CH:59][CH:60]=2)=[CH:69][CH:70]=1.